This data is from Reaction yield outcomes from USPTO patents with 853,638 reactions. The task is: Predict the reaction yield, written as a fraction of the theoretical maximum amount of product (1.0 means a 100% yield; for example, 0.34 means a 34% yield). The reactants are [CH:1]1([CH2:7][N:8]2[C:12]3[CH:13]=[CH:14][C:15]([NH2:17])=[CH:16][C:11]=3[N:10]=[CH:9]2)[CH2:6][CH2:5][CH2:4][CH2:3][CH2:2]1.[Br:18]Br.N.CO.C(Cl)Cl. The catalyst is CC(O)=O. The product is [CH:1]1([CH2:7][N:8]2[C:12]3[CH:13]=[CH:14][C:15]([NH2:17])=[C:16]([Br:18])[C:11]=3[N:10]=[CH:9]2)[CH2:2][CH2:3][CH2:4][CH2:5][CH2:6]1. The yield is 0.400.